From a dataset of Full USPTO retrosynthesis dataset with 1.9M reactions from patents (1976-2016). Predict the reactants needed to synthesize the given product. The reactants are: [CH:1](=O)[CH3:2].[C:4](O)(=O)[CH3:5].[N+:8]([C:11]1[CH:12]=[C:13]2[C:19]([NH2:20])=[N:18][NH:17][C:14]2=[N:15][CH:16]=1)([O-:10])=[O:9].[BH-](OC(C)=O)(OC(C)=O)OC(C)=O.[Na+]. Given the product [CH2:4]([N:20]([CH2:1][CH3:2])[C:19]1[C:13]2[C:14](=[N:15][CH:16]=[C:11]([N+:8]([O-:10])=[O:9])[CH:12]=2)[NH:17][N:18]=1)[CH3:5], predict the reactants needed to synthesize it.